This data is from Full USPTO retrosynthesis dataset with 1.9M reactions from patents (1976-2016). The task is: Predict the reactants needed to synthesize the given product. Given the product [C:27]([N:30]1[CH2:35][CH2:34][N:33]([C:22]2[CH:23]=[CH:24][C:19]([C:18]([NH:17][C:12]3[CH:13]=[CH:14][C:15]([Cl:16])=[C:10]([NH:9][C:1](=[O:8])[C:2]4[CH:7]=[CH:6][CH:5]=[CH:4][CH:3]=4)[CH:11]=3)=[O:26])=[CH:20][N:21]=2)[CH2:32][CH2:31]1)(=[O:29])[CH3:28], predict the reactants needed to synthesize it. The reactants are: [C:1]([NH:9][C:10]1[CH:11]=[C:12]([NH:17][C:18](=[O:26])[C:19]2[CH:24]=[CH:23][C:22](Cl)=[N:21][CH:20]=2)[CH:13]=[CH:14][C:15]=1[Cl:16])(=[O:8])[C:2]1[CH:7]=[CH:6][CH:5]=[CH:4][CH:3]=1.[C:27]([N:30]1[CH2:35][CH2:34][NH:33][CH2:32][CH2:31]1)(=[O:29])[CH3:28].